The task is: Predict the reaction yield, written as a fraction of the theoretical maximum amount of product (1.0 means a 100% yield; for example, 0.34 means a 34% yield).. This data is from Reaction yield outcomes from USPTO patents with 853,638 reactions. The yield is 0.780. The reactants are [CH2:1]([O:3][C:4](=[O:28])[C:5]1[CH:10]=[CH:9][CH:8]=[C:7]([N:11]2[C:15]([CH3:16])=[CH:14][CH:13]=[C:12]2[C:17]2[CH:22]=[C:21]([C:23]([F:26])([F:25])[F:24])[CH:20]=[CH:19][C:18]=2[OH:27])[CH:6]=1)[CH3:2].[Cl:29][C:30]1[CH:37]=[C:36]([F:38])[CH:35]=[CH:34][C:31]=1[CH2:32]Br.C(=O)([O-])[O-].[K+].[K+]. The catalyst is CN(C=O)C.CCOC(C)=O. The product is [CH2:1]([O:3][C:4](=[O:28])[C:5]1[CH:10]=[CH:9][CH:8]=[C:7]([N:11]2[C:15]([CH3:16])=[CH:14][CH:13]=[C:12]2[C:17]2[CH:22]=[C:21]([C:23]([F:24])([F:26])[F:25])[CH:20]=[CH:19][C:18]=2[O:27][CH2:32][C:31]2[CH:34]=[CH:35][C:36]([F:38])=[CH:37][C:30]=2[Cl:29])[CH:6]=1)[CH3:2].